This data is from Forward reaction prediction with 1.9M reactions from USPTO patents (1976-2016). The task is: Predict the product of the given reaction. (1) Given the reactants [OH:1][C:2]1[CH:3]=[N:4][CH:5]=[CH:6][CH:7]=1.Br[C:9]1[CH:14]=[CH:13][CH:12]=[C:11]([N+:15]([O-:17])=[O:16])[CH:10]=1.C([O-])([O-])=O.[K+].[K+].O, predict the reaction product. The product is: [N:4]1[CH:5]=[CH:6][CH:7]=[C:2]([O:1][C:9]2[CH:10]=[C:11]([N+:15]([O-:17])=[O:16])[CH:12]=[CH:13][CH:14]=2)[CH:3]=1. (2) Given the reactants [N+:1]([C:4]1[C:5]([N:9]2[CH:13]=[CH:12][CH:11]=[N:10]2)=[N:6][NH:7][CH:8]=1)([O-])=O, predict the reaction product. The product is: [NH2:1][C:4]1[C:5]([N:9]2[CH:13]=[CH:12][CH:11]=[N:10]2)=[N:6][NH:7][CH:8]=1.